Dataset: Acute oral toxicity (LD50) regression data from Zhu et al.. Task: Regression/Classification. Given a drug SMILES string, predict its toxicity properties. Task type varies by dataset: regression for continuous values (e.g., LD50, hERG inhibition percentage) or binary classification for toxic/non-toxic outcomes (e.g., AMES mutagenicity, cardiotoxicity, hepatotoxicity). Dataset: ld50_zhu. (1) The compound is CCCCOC(=O)c1ccc(-n2nc(OCCN3CCCCC3)c3ccccc32)cc1. The rat oral LD50 is 2.32, given as -log10 of the dose in mol/kg body weight (higher means more acutely toxic). (2) The compound is C#CC(C)(C)N. The rat oral LD50 is 1.75, given as -log10 of the dose in mol/kg body weight (higher means more acutely toxic).